Predict the reactants needed to synthesize the given product. From a dataset of Full USPTO retrosynthesis dataset with 1.9M reactions from patents (1976-2016). (1) Given the product [CH2:1]([N:8]([CH2:21][C:22]1[CH:23]=[CH:24][C:25]([O:26][C:27]2[CH:28]=[CH:29][C:30]([CH2:33][CH2:34][CH2:35][C:36]([NH:42][CH:43]3[CH2:48][CH2:47][O:46][C:44]3=[O:45])=[O:37])=[CH:31][CH:32]=2)=[CH:39][CH:40]=1)[C:9]1[CH:14]=[CH:13][CH:12]=[C:11]([NH:15][S:16]([CH3:19])(=[O:17])=[O:18])[C:10]=1[CH3:20])[C:2]1[CH:3]=[CH:4][CH:5]=[CH:6][CH:7]=1, predict the reactants needed to synthesize it. The reactants are: [CH2:1]([N:8]([CH2:21][C:22]1[CH:40]=[CH:39][C:25]([O:26][C:27]2[CH:32]=[CH:31][C:30]([CH2:33][CH2:34][CH2:35][C:36](O)=[O:37])=[CH:29][CH:28]=2)=[CH:24][CH:23]=1)[C:9]1[CH:14]=[CH:13][CH:12]=[C:11]([NH:15][S:16]([CH3:19])(=[O:18])=[O:17])[C:10]=1[CH3:20])[C:2]1[CH:7]=[CH:6][CH:5]=[CH:4][CH:3]=1.Br.[NH2:42][CH:43]1[CH2:48][CH2:47][O:46][C:44]1=[O:45]. (2) The reactants are: C(OC([NH:8][C:9]1[CH:14]=[CH:13][C:12]([C@H:15]([NH:19][C:20]([C:22]2[S:23][C:24]([CH:27]([C:34]3[CH:39]=[CH:38][CH:37]=[CH:36][CH:35]=3)[C:28]3[CH:33]=[CH:32][CH:31]=[CH:30][CH:29]=3)=[CH:25][CH:26]=2)=[O:21])[C:16]([OH:18])=[O:17])=[CH:11][CH:10]=1)=O)(C)(C)C.[C:40]([OH:46])([C:42]([F:45])([F:44])[F:43])=[O:41].C([SiH](CC)CC)C. Given the product [NH2:8][C:9]1[CH:10]=[CH:11][C:12]([C@H:15]([NH:19][C:20]([C:22]2[S:23][C:24]([CH:27]([C:34]3[CH:35]=[CH:36][CH:37]=[CH:38][CH:39]=3)[C:28]3[CH:29]=[CH:30][CH:31]=[CH:32][CH:33]=3)=[CH:25][CH:26]=2)=[O:21])[C:16]([OH:18])=[O:17])=[CH:13][CH:14]=1.[C:40]([OH:46])([C:42]([F:45])([F:44])[F:43])=[O:41], predict the reactants needed to synthesize it. (3) Given the product [N:32]12[CH2:16][CH2:17][CH:11]([CH2:19][CH2:18]1)[N:12]([C:20]([C:22]1[C:30]3[C:25](=[CH:26][CH:27]=[C:28]([NH:31][S:7]([C:5]4[N:4]=[CH:3][N:2]([CH3:1])[CH:6]=4)(=[O:9])=[O:8])[CH:29]=3)[NH:24][N:23]=1)=[O:21])[CH2:13][CH2:14]2, predict the reactants needed to synthesize it. The reactants are: [CH3:1][N:2]1[CH:6]=[C:5]([S:7](Cl)(=[O:9])=[O:8])[N:4]=[CH:3]1.[CH:11]12[CH2:19][CH2:18]C([CH2:16][CH2:17]1)[CH2:14][CH2:13][N:12]2[C:20]([C:22]1[C:30]2[C:25](=[CH:26][CH:27]=[C:28]([NH2:31])[CH:29]=2)[NH:24][N:23]=1)=[O:21].[N:32]1C=CC=CC=1. (4) Given the product [CH3:33][O:32][C:30]1[CH:29]=[C:20]([CH:19]=[C:18]([O:17][CH3:16])[CH:31]=1)[O:21][CH2:22][C:23]1[CH:24]=[C:25]([NH:28][C:2]2[CH:7]=[CH:6][N:5]=[C:4]([NH:8][CH2:9][C:10]3[O:14][N:13]=[C:12]([CH3:15])[CH:11]=3)[N:3]=2)[NH:26][N:27]=1, predict the reactants needed to synthesize it. The reactants are: Cl[C:2]1[CH:7]=[CH:6][N:5]=[C:4]([NH:8][CH2:9][C:10]2[O:14][N:13]=[C:12]([CH3:15])[CH:11]=2)[N:3]=1.[CH3:16][O:17][C:18]1[CH:19]=[C:20]([CH:29]=[C:30]([O:32][CH3:33])[CH:31]=1)[O:21][CH2:22][C:23]1[NH:27][N:26]=[C:25]([NH2:28])[CH:24]=1.[OH-].[NH4+].C(#N)C.